Task: Predict the reactants needed to synthesize the given product.. Dataset: Full USPTO retrosynthesis dataset with 1.9M reactions from patents (1976-2016) (1) Given the product [ClH:12].[Cl:12][C:13]1[CH:26]=[C:25]([NH:27][C:9](=[O:11])[C:8]#[C:7][C:2]2[CH:3]=[CH:4][CH:5]=[CH:6][N:1]=2)[CH:24]=[CH:23][C:14]=1[O:15][CH2:16][CH2:17][N:18]([CH2:21][CH3:22])[CH2:19][CH3:20], predict the reactants needed to synthesize it. The reactants are: [N:1]1[CH:6]=[CH:5][CH:4]=[CH:3][C:2]=1[C:7]#[C:8][C:9]([OH:11])=O.[Cl:12][C:13]1[CH:26]=[C:25]([NH2:27])[CH:24]=[CH:23][C:14]=1[O:15][CH2:16][CH2:17][N:18]([CH2:21][CH3:22])[CH2:19][CH3:20].ClCCl.CO.N. (2) Given the product [Cl:41][C:38]1[CH:39]=[CH:40][C:35]([CH:32]2[CH2:31][CH2:30][N:29]([C:27](=[O:28])[CH:26]([NH:25][C:11](=[O:19])[C:12]3[CH:13]=[CH:14][CH:15]=[CH:16][CH:17]=3)[CH2:42][CH2:43][CH3:44])[CH2:34][CH2:33]2)=[CH:36][CH:37]=1, predict the reactants needed to synthesize it. The reactants are: C1C=CC2N(O)N=NC=2C=1.[C:11]([OH:19])(=O)[C:12]1[CH:17]=[CH:16][CH:15]=[CH:14][CH:13]=1.C(Cl)CCl.Cl.[NH2:25][CH:26]([CH2:42][CH2:43][CH3:44])[C:27]([N:29]1[CH2:34][CH2:33][CH:32]([C:35]2[CH:40]=[CH:39][C:38]([Cl:41])=[CH:37][CH:36]=2)[CH2:31][CH2:30]1)=[O:28]. (3) Given the product [OH:28][C:20]1([CH2:19][NH:18][C:15]([C:4]2[C:3]3[C:7](=[CH:8][CH:9]=[CH:10][C:2]=3[Cl:1])[N:6]([CH:11]3[CH2:12][O:13][CH2:14]3)[CH:5]=2)=[O:17])[CH2:25][CH2:24][CH2:23][C:22]([CH3:26])([CH3:27])[CH2:21]1, predict the reactants needed to synthesize it. The reactants are: [Cl:1][C:2]1[CH:10]=[CH:9][CH:8]=[C:7]2[C:3]=1[C:4]([C:15]([OH:17])=O)=[CH:5][N:6]2[CH:11]1[CH2:14][O:13][CH2:12]1.[NH2:18][CH2:19][C:20]1([OH:28])[CH2:25][CH2:24][CH2:23][C:22]([CH3:27])([CH3:26])[CH2:21]1. (4) The reactants are: [N+:1]([C:4]1[CH:9]=[CH:8][CH:7]=[C:6]([N+:10]([O-:12])=[O:11])[C:5]=1[CH3:13])([O-:3])=[O:2].OS(O)(=O)=O.[Br:19]N1C(C)(C)C(=O)N(Br)C1=O. Given the product [Br:19][C:8]1[CH:7]=[C:6]([N+:10]([O-:12])=[O:11])[C:5]([CH3:13])=[C:4]([N+:1]([O-:3])=[O:2])[CH:9]=1, predict the reactants needed to synthesize it. (5) Given the product [N:8]1[CH:7]=[CH:2][CH:3]=[CH:4][C:5]=1[C:13]([NH:12][CH3:11])=[O:14], predict the reactants needed to synthesize it. The reactants are: Br[C:2]1[CH:7]=C[C:5]([NH2:8])=[CH:4][CH:3]=1.[H-].[Na+].[CH3:11][N:12](C)[CH:13]=[O:14]. (6) Given the product [C:11]([O:15][C:16](=[O:33])[CH2:17][CH2:18][N:19]([C:23]([O:25][CH2:26][C:27]1[CH:32]=[CH:31][CH:30]=[CH:29][CH:28]=1)=[O:24])[CH2:20][CH:21]=[O:22])([CH3:14])([CH3:12])[CH3:13], predict the reactants needed to synthesize it. The reactants are: C(Cl)(=O)C(Cl)=O.CS(C)=O.[C:11]([O:15][C:16](=[O:33])[CH2:17][CH2:18][N:19]([C:23]([O:25][CH2:26][C:27]1[CH:32]=[CH:31][CH:30]=[CH:29][CH:28]=1)=[O:24])[CH2:20][CH2:21][OH:22])([CH3:14])([CH3:13])[CH3:12].C(N(CC)CC)C.P([O-])(O)(O)=O.[K+]. (7) Given the product [ClH:1].[CH3:43][N:9]([CH3:8])[CH2:10][CH2:11][CH2:12][NH:13][C:14](=[O:42])[CH2:15][CH2:16][C:17]1[CH:22]=[CH:21][CH:20]=[CH:19][C:18]=1[O:23][CH2:24][CH2:25][CH2:26][CH2:27][CH2:28][CH2:29][CH2:30][CH2:31][CH2:32][CH2:33][CH2:34][CH2:35][CH2:36][CH2:37][CH2:38][CH2:39][CH2:40][CH3:41], predict the reactants needed to synthesize it. The reactants are: [ClH:1].C(OCC)(=O)C.[CH3:8][N:9]([CH3:43])[CH2:10][CH2:11][CH2:12][NH:13][C:14](=[O:42])[CH2:15][CH2:16][C:17]1[CH:22]=[CH:21][CH:20]=[CH:19][C:18]=1[O:23][CH2:24][CH2:25][CH2:26][CH2:27][CH2:28][CH2:29][CH2:30][CH2:31][CH2:32][CH2:33][CH2:34][CH2:35][CH2:36][CH2:37][CH2:38][CH2:39][CH2:40][CH3:41].